Dataset: Reaction yield outcomes from USPTO patents with 853,638 reactions. Task: Predict the reaction yield, written as a fraction of the theoretical maximum amount of product (1.0 means a 100% yield; for example, 0.34 means a 34% yield). (1) The catalyst is CCOCC. The product is [F:26][C:21]([F:27])([C:22]([F:25])([F:24])[F:23])[C:20]([F:29])([F:28])[S:11][C:8]1[CH:9]=[CH:10][C:5]([NH2:4])=[CH:6][CH:7]=1. The reactants are C(#N)C.[NH2:4][C:5]1[CH:10]=[CH:9][C:8]([SH:11])=[CH:7][CH:6]=1.C(N(CC)CC)C.I[C:20]([F:29])([F:28])[C:21]([F:27])([F:26])[C:22]([F:25])([F:24])[F:23]. The yield is 0.630. (2) The reactants are Cl[C:2]1[N:7]=[C:6]([Cl:8])[N:5]=[CH:4][N:3]=1.C(=O)([O-])[O-].[K+].[K+].[CH:15]([CH:18]1[NH:23][CH2:22][CH2:21][N:20]([C:24]([O:26][C:27]([CH3:30])([CH3:29])[CH3:28])=[O:25])[CH2:19]1)([CH3:17])[CH3:16]. The catalyst is O1CCCC1. The product is [Cl:8][C:6]1[N:5]=[CH:4][N:3]=[C:2]([N:23]2[CH2:22][CH2:21][N:20]([C:24]([O:26][C:27]([CH3:29])([CH3:28])[CH3:30])=[O:25])[CH2:19][CH:18]2[CH:15]([CH3:17])[CH3:16])[N:7]=1. The yield is 0.600. (3) The yield is 0.870. The catalyst is [I-].[K+].C1COCC1. The reactants are [Br:1][C:2]1[CH:14]=[CH:13][C:12]2[C:11]3[C:6](=[CH:7][C:8]([Br:15])=[CH:9][CH:10]=3)[CH2:5][C:4]=2[CH:3]=1.[H-].[Na+].Cl[CH2:19][CH2:20][O:21][CH3:22]. The product is [Br:1][C:2]1[CH:14]=[CH:13][C:12]2[C:11]3[C:6](=[CH:7][C:8]([Br:15])=[CH:9][CH:10]=3)[C:5]([CH2:19][CH2:20][O:21][CH3:22])([CH2:19][CH2:20][O:21][CH3:22])[C:4]=2[CH:3]=1. (4) The reactants are [Br:1][C:2]1[C:11]2[C:6](=[CH:7][CH:8]=[CH:9][CH:10]=2)[C:5]([OH:12])=[C:4]([C:13]#[N:14])[C:3]=1C.C(N(CC)CC)C.[F:23][C:24]([F:55])([F:54])[C:25]([F:53])([F:52])[C:26]([F:51])([F:50])[C:27]([F:49])([F:48])[S:28](O[S:28]([C:27]([F:49])([F:48])[C:26]([F:50])([F:51])[C:25]([F:52])([F:53])[C:24]([F:23])([F:54])[F:55])(=[O:29])=[O:30])(=[O:30])=[O:29]. The catalyst is C(Cl)Cl. The product is [F:49][C:27]([F:48])([S:28]([O:12][C:5]1[C:6]2[C:11](=[CH:10][CH:9]=[CH:8][CH:7]=2)[C:2]([Br:1])=[CH:3][C:4]=1[C:13]#[N:14])(=[O:30])=[O:29])[C:26]([F:50])([F:51])[C:25]([F:53])([F:52])[C:24]([F:55])([F:54])[F:23]. The yield is 0.310.